This data is from Full USPTO retrosynthesis dataset with 1.9M reactions from patents (1976-2016). The task is: Predict the reactants needed to synthesize the given product. (1) Given the product [CH3:1][N:2]1[C:10]2[C:5](=[C:6]([O:11][CH2:12][C@@H:13]([OH:14])[CH2:15][N:34]3[CH2:35][CH:27]4[N:26]([C:17]5[CH:18]=[CH:19][C:20]6[C:25](=[CH:24][CH:23]=[CH:22][CH:21]=6)[CH:16]=5)[CH2:33][CH:32]3[CH2:31][CH:30]=[CH:29][CH2:28]4)[CH:7]=[CH:8][CH:9]=2)[CH:4]=[CH:3]1, predict the reactants needed to synthesize it. The reactants are: [CH3:1][N:2]1[C:10]2[C:5](=[C:6]([O:11][CH2:12][C@@H:13]3[CH2:15][O:14]3)[CH:7]=[CH:8][CH:9]=2)[CH:4]=[CH:3]1.[CH:16]1[C:25]2[C:20](=[CH:21][CH:22]=[CH:23][CH:24]=2)[CH:19]=[CH:18][C:17]=1[N:26]1[CH2:33][C@H:32]2[NH:34][CH2:35][C@@H:27]1[CH2:28][CH:29]=[CH:30][CH2:31]2.CCN(C(C)C)C(C)C. (2) Given the product [CH:6]12[CH2:13][CH2:14][CH:9]([CH:10]=[CH:11]1)[CH2:4][C:5]2=[O:8], predict the reactants needed to synthesize it. The reactants are: C([O:4][C:5](=[CH2:8])[C:6]#N)(=O)C.[CH:9]1[CH2:14][CH2:13]C=[CH:11][CH:10]=1. (3) Given the product [CH2:1]([N:8]1[CH2:12][CH2:11][CH:10]([O:13][C:20]2[CH:19]=[C:18]([F:21])[CH:17]=[CH:16][C:15]=2[Br:14])[CH2:9]1)[C:2]1[CH:3]=[CH:4][CH:5]=[CH:6][CH:7]=1, predict the reactants needed to synthesize it. The reactants are: [CH2:1]([N:8]1[CH2:12][CH2:11][CH:10]([OH:13])[CH2:9]1)[C:2]1[CH:7]=[CH:6][CH:5]=[CH:4][CH:3]=1.[Br:14][C:15]1[CH:20]=[CH:19][C:18]([F:21])=[CH:17][C:16]=1O.C1(P(C2C=CC=CC=2)C2C=CC=CC=2)C=CC=CC=1.N(C(OC(C)C)=O)=NC(OC(C)C)=O. (4) Given the product [Cl:1][C:2]1[CH:3]=[C:4]2[C:8](=[CH:9][CH:10]=1)[NH:7][C:6](=[O:11])[C:5]2=[CH:12][C:14]1[O:18][C:17]([B:19]([OH:21])[OH:20])=[CH:16][CH:15]=1, predict the reactants needed to synthesize it. The reactants are: [Cl:1][C:2]1[CH:3]=[C:4]2[C:8](=[CH:9][CH:10]=1)[NH:7][C:6](=[O:11])[CH2:5]2.[CH:12]([C:14]1[O:18][C:17]([B:19]([OH:21])[OH:20])=[CH:16][CH:15]=1)=O.N1CCCCC1. (5) Given the product [C:13]([O:21][CH2:22][CH2:23][O:24][CH2:25][N:7]1[CH:8]=[N:9][C:10]2[C:6]1=[N:5][CH:4]=[N:3][C:11]=2[NH2:12])(=[O:20])[C:14]1[CH:19]=[CH:18][CH:17]=[CH:16][CH:15]=1, predict the reactants needed to synthesize it. The reactants are: [H-].[Na+].[N:3]1[C:11]([NH2:12])=[C:10]2[C:6]([N:7]=[CH:8][NH:9]2)=[N:5][CH:4]=1.[C:13]([O:21][CH2:22][CH2:23][O:24][CH2:25]Cl)(=[O:20])[C:14]1[CH:19]=[CH:18][CH:17]=[CH:16][CH:15]=1. (6) Given the product [CH3:1][S:2]([C:4]1[CH:9]=[CH:8][C:7]([C:10]2[C:14]3[CH:15]=[C:16]([C:19]4[O:21][C:26]([SH:28])=[N:25][N:24]=4)[CH:17]=[CH:18][C:13]=3[O:12][CH:11]=2)=[CH:6][CH:5]=1)=[O:3], predict the reactants needed to synthesize it. The reactants are: [CH3:1][S:2]([C:4]1[CH:9]=[CH:8][C:7]([C:10]2[C:14]3[CH:15]=[C:16]([C:19]([O:21]C)=O)[CH:17]=[CH:18][C:13]=3[O:12][CH:11]=2)=[CH:6][CH:5]=1)=[O:3].O.[NH2:24][NH2:25].[C:26](=[S:28])=S.C(N(CC)CC)C.Cl. (7) Given the product [Cl:17][C:16]1[N:15]=[C:14]([CH:18]2[CH2:20][CH2:19]2)[N:11]2[CH2:12][CH2:13][NH:8][CH:9]([CH2:21][CH2:22][C:23]3[CH:24]=[CH:25][C:26]([O:29][CH:30]([F:32])[F:31])=[CH:27][CH:28]=3)[C:10]=12, predict the reactants needed to synthesize it. The reactants are: C(OC([N:8]1[CH2:13][CH2:12][N:11]2[C:14]([CH:18]3[CH2:20][CH2:19]3)=[N:15][C:16]([Cl:17])=[C:10]2[CH:9]1[CH2:21][CH2:22][C:23]1[CH:28]=[CH:27][C:26]([O:29][CH:30]([F:32])[F:31])=[CH:25][CH:24]=1)=O)(C)(C)C.Cl.O1CCOCC1.C([O-])([O-])=O.[Na+].[Na+]. (8) Given the product [OH:16][CH2:15][CH2:9][C:7]1[CH:6]=[CH:5][N:4]=[C:3]([O:2][CH3:1])[CH:8]=1, predict the reactants needed to synthesize it. The reactants are: [CH3:1][O:2][C:3]1[CH:8]=[C:7]([CH3:9])[CH:6]=[CH:5][N:4]=1.[Li]CCCC.[CH2:15]=[O:16].